This data is from Catalyst prediction with 721,799 reactions and 888 catalyst types from USPTO. The task is: Predict which catalyst facilitates the given reaction. (1) Reactant: [O:1]1[CH:5]=[CH:4][CH:3]=[C:2]1[CH2:6][NH:7][C:8]1[CH:9]=[C:10]([C:32]([O:34]CC)=[O:33])[C:11]2[C:16]([CH3:17])=[N:15][N:14]([CH2:18][C:19]3[CH:24]=[CH:23][C:22]([O:25][C:26]4[CH:31]=[CH:30][CH:29]=[CH:28][CH:27]=4)=[CH:21][CH:20]=3)[C:12]=2[N:13]=1.[OH-].[Na+]. Product: [O:1]1[CH:5]=[CH:4][CH:3]=[C:2]1[CH2:6][NH:7][C:8]1[CH:9]=[C:10]([C:32]([OH:34])=[O:33])[C:11]2[C:16]([CH3:17])=[N:15][N:14]([CH2:18][C:19]3[CH:24]=[CH:23][C:22]([O:25][C:26]4[CH:31]=[CH:30][CH:29]=[CH:28][CH:27]=4)=[CH:21][CH:20]=3)[C:12]=2[N:13]=1. The catalyst class is: 20. (2) Reactant: C(Cl)(=O)C(Cl)=O.CS(C)=O.[OH:11][CH:12]([CH2:30][CH3:31])[CH2:13][NH:14][C:15]([CH2:17][CH2:18][NH:19][C:20](=[O:29])[O:21][CH2:22][C:23]1[CH:28]=[CH:27][CH:26]=[CH:25][CH:24]=1)=[O:16].C(N(CC)CC)C. Product: [O:11]=[C:12]([CH2:30][CH3:31])[CH2:13][NH:14][C:15]([CH2:17][CH2:18][NH:19][C:20](=[O:29])[O:21][CH2:22][C:23]1[CH:28]=[CH:27][CH:26]=[CH:25][CH:24]=1)=[O:16]. The catalyst class is: 4. (3) Reactant: [Br:1][C:2]1[C:11]2[C:6](=[CH:7][C:8]([C:12]3[CH:17]=[C:16]([F:18])[CH:15]=[CH:14][C:13]=3[CH3:19])=[CH:9][CH:10]=2)[CH:5]=[N:4][C:3]=1[NH2:20].N1C=CC=CC=1.[CH:27]1([C:30](Cl)=[O:31])[CH2:29][CH2:28]1.C(=O)(O)[O-].[Na+]. Product: [Br:1][C:2]1[C:11]2[C:6](=[CH:7][C:8]([C:12]3[CH:17]=[C:16]([F:18])[CH:15]=[CH:14][C:13]=3[CH3:19])=[CH:9][CH:10]=2)[CH:5]=[N:4][C:3]=1[NH:20][C:30]([CH:27]1[CH2:29][CH2:28]1)=[O:31]. The catalyst class is: 4.